Task: Predict the reaction yield, written as a fraction of the theoretical maximum amount of product (1.0 means a 100% yield; for example, 0.34 means a 34% yield).. Dataset: Reaction yield outcomes from USPTO patents with 853,638 reactions (1) The reactants are [CH2:1]([O:3][C:4]([C:6]1[O:14][C:13]2[C:12]([F:15])=[CH:11][N:10]=[CH:9][C:8]=2[C:7]=1[NH2:16])=[O:5])[CH3:2].[F:17][C:18]1[CH:23]=[C:22]([Si:24]([CH3:27])([CH3:26])[CH3:25])[CH:21]=[CH:20][C:19]=1OS(C(F)(F)F)(=O)=O.CC1(C)C2C(=C(P(C3C=CC=CC=3)C3C=CC=CC=3)C=CC=2)OC2C(P(C3C=CC=CC=3)C3C=CC=CC=3)=CC=CC1=2.C([O-])([O-])=O.[Cs+].[Cs+]. The catalyst is C1(C)C=CC=CC=1.C1C=CC(/C=C/C(/C=C/C2C=CC=CC=2)=O)=CC=1.C1C=CC(/C=C/C(/C=C/C2C=CC=CC=2)=O)=CC=1.C1C=CC(/C=C/C(/C=C/C2C=CC=CC=2)=O)=CC=1.[Pd].[Pd]. The product is [CH2:1]([O:3][C:4]([C:6]1[O:14][C:13]2[C:12]([F:15])=[CH:11][N:10]=[CH:9][C:8]=2[C:7]=1[NH:16][C:19]1[CH:20]=[CH:21][C:22]([Si:24]([CH3:26])([CH3:25])[CH3:27])=[CH:23][C:18]=1[F:17])=[O:5])[CH3:2]. The yield is 0.580. (2) The reactants are [Br:1][C:2]1[N:7]=[C:6]([CH:8]=O)[CH:5]=[CH:4][CH:3]=1.[N:10]1([C:16]2[CH:17]=[CH:18][C:19]3[N:20]([C:22]([C:25]([F:28])([F:27])[F:26])=[N:23][N:24]=3)[N:21]=2)[CH2:15][CH2:14][NH:13][CH2:12][CH2:11]1. No catalyst specified. The product is [Br:1][C:2]1[N:7]=[C:6]([CH2:8][N:13]2[CH2:12][CH2:11][N:10]([C:16]3[CH:17]=[CH:18][C:19]4[N:20]([C:22]([C:25]([F:26])([F:27])[F:28])=[N:23][N:24]=4)[N:21]=3)[CH2:15][CH2:14]2)[CH:5]=[CH:4][CH:3]=1. The yield is 0.660. (3) The reactants are [CH3:1][C:2]1[O:6][N:5]=[C:4]([C:7]2[CH:12]=[CH:11][N:10]=[CH:9][CH:8]=2)[C:3]=1[CH2:13][O:14][C:15]1[CH:23]=[CH:22][C:18]([C:19]([OH:21])=O)=[CH:17][N:16]=1.[NH2:24][CH:25]1[CH2:30][CH2:29][O:28][CH2:27][CH2:26]1. No catalyst specified. The product is [CH3:1][C:2]1[O:6][N:5]=[C:4]([C:7]2[CH:8]=[CH:9][N:10]=[CH:11][CH:12]=2)[C:3]=1[CH2:13][O:14][C:15]1[CH:23]=[CH:22][C:18]([C:19]([NH:24][CH:25]2[CH2:30][CH2:29][O:28][CH2:27][CH2:26]2)=[O:21])=[CH:17][N:16]=1. The yield is 0.700. (4) The product is [Br:1][C:2]1[CH:3]=[C:4]2[C:6]([CH:10]=[CH:11][C:12]([CH3:13])=[N:5]2)=[CH:7][C:8]=1[F:9]. The yield is 0.258. The reactants are [Br:1][C:2]1[CH:3]=[C:4]([CH:6]=[CH:7][C:8]=1[F:9])[NH2:5].[CH:10](=O)/[CH:11]=[CH:12]/[CH3:13].[OH-].[NH4+]. The catalyst is Cl. (5) The reactants are S(Cl)(Cl)=O.CC1OC(C)=CC=1C(O)=O.CC1OC(C)=CC=1C(Cl)=O.[CH3:25][C:26]1[O:27][C:28]([CH3:36])=[CH:29][C:30]=1[C:31]([N:33]=[C:34]=[S:35])=[O:32].[CH3:37][O:38][C:39]1[CH:40]=[C:41]2[C:46](=[CH:47][C:48]=1[O:49][CH3:50])[N:45]=[CH:44][CH:43]=[C:42]2[O:51][C:52]1[CH:58]=[CH:57][C:55]([NH2:56])=[CH:54][C:53]=1[F:59]. The catalyst is C(O)C.C1(C)C=CC=CC=1. The product is [CH3:37][O:38][C:39]1[CH:40]=[C:41]2[C:46](=[CH:47][C:48]=1[O:49][CH3:50])[N:45]=[CH:44][CH:43]=[C:42]2[O:51][C:52]1[CH:58]=[CH:57][C:55]([NH:56][C:34]([NH:33][C:31]([C:30]2[CH:29]=[C:28]([CH3:36])[O:27][C:26]=2[CH3:25])=[O:32])=[S:35])=[CH:54][C:53]=1[F:59]. The yield is 0.640.